Dataset: Full USPTO retrosynthesis dataset with 1.9M reactions from patents (1976-2016). Task: Predict the reactants needed to synthesize the given product. (1) Given the product [F:1][C:2]1[C:11]([CH:12]([C:13]([O:15][CH3:16])=[O:14])[CH2:17][N:23]2[CH2:22][CH2:21][N:20]([C:26]([O:28][C:29]([CH3:32])([CH3:31])[CH3:30])=[O:27])[CH2:25][CH2:24]2)=[C:10]2[C:5]([CH:6]=[CH:7][C:8]([O:18][CH3:19])=[N:9]2)=[CH:4][CH:3]=1, predict the reactants needed to synthesize it. The reactants are: [F:1][C:2]1[C:11]([C:12](=[CH2:17])[C:13]([O:15][CH3:16])=[O:14])=[C:10]2[C:5]([CH:6]=[CH:7][C:8]([O:18][CH3:19])=[N:9]2)=[CH:4][CH:3]=1.[N:20]1([C:26]([O:28][C:29]([CH3:32])([CH3:31])[CH3:30])=[O:27])[CH2:25][CH2:24][NH:23][CH2:22][CH2:21]1.CN(C)C(=N)N(C)C. (2) Given the product [C:5]([O-:4])(=[O:6])/[CH:7]=[CH:25]/[C:21]([O-:38])=[O:24].[C:5]([OH:4])(=[O:6])/[CH:7]=[CH:53]/[C:46]([OH:13])=[O:52], predict the reactants needed to synthesize it. The reactants are: CC([O:4][C:5]([CH3:7])=[O:6])=O.[N+]([O-])(O)=O.C[O:13]C1C=C2C(CCC(C)(C)[C:21]2([CH:25]2CCN(C)CC2)[OH:24])=CC=1[N+]([O-])=O.C[O:38]C1C([N+]([O-])=O)=C2C(CCC(C)(C)[C:46]2([CH:53]2CCN(C)CC2)[OH:52])=CC=1. (3) Given the product [CH3:7][O:8][C:9]1[N:14]=[C:13]([O:15][CH3:16])[C:12]([C:2]2[S:3][CH:4]=[CH:5][N:6]=2)=[CH:11][N:10]=1, predict the reactants needed to synthesize it. The reactants are: Br[C:2]1[S:3][CH:4]=[CH:5][N:6]=1.[CH3:7][O:8][C:9]1[N:14]=[C:13]([O:15][CH3:16])[C:12](B(O)O)=[CH:11][N:10]=1.C([O-])(O)=O.[Na+]. (4) Given the product [CH2:19]([O:16][C:15]([C:14]1[C:8]2[O:7][B:6]([OH:18])[CH:5]([NH:4][C:1](=[O:3])[CH3:2])[CH2:10][C:9]=2[CH:11]=[CH:12][CH:13]=1)=[O:17])[CH2:20][CH3:21], predict the reactants needed to synthesize it. The reactants are: [C:1]([NH:4][CH:5]1[CH2:10][C:9]2[CH:11]=[CH:12][CH:13]=[C:14]([C:15]([OH:17])=[O:16])[C:8]=2[O:7][B:6]1[OH:18])(=[O:3])[CH3:2].[CH2:19](O)[CH2:20][CH3:21].